Dataset: Full USPTO retrosynthesis dataset with 1.9M reactions from patents (1976-2016). Task: Predict the reactants needed to synthesize the given product. (1) Given the product [C:27]([CH2:26][O:25][C:21]1[CH:20]=[C:19]([NH:18][C:17]([CH2:16][O:15][C:13]2[C:12]3[C:7](=[CH:8][C:9]([Cl:34])=[CH:10][C:11]=3[Cl:33])[CH:6]=[C:5]([C:3]([OH:4])=[O:2])[CH:14]=2)=[O:32])[CH:24]=[CH:23][CH:22]=1)([OH:29])=[O:28], predict the reactants needed to synthesize it. The reactants are: C[O:2][C:3]([C:5]1[CH:14]=[C:13]([O:15][CH2:16][C:17](=[O:32])[NH:18][C:19]2[CH:24]=[CH:23][CH:22]=[C:21]([O:25][CH2:26][C:27]([O:29]CC)=[O:28])[CH:20]=2)[C:12]2[C:7](=[CH:8][C:9]([Cl:34])=[CH:10][C:11]=2[Cl:33])[CH:6]=1)=[O:4].[OH-].[Na+]. (2) The reactants are: [CH:1]1([C@H:4]2[C:8](=O)[CH2:7][CH:6]([CH:10]3[CH2:12][CH2:11]3)[N:5]2[S:13]([C:16]2[CH:21]=[CH:20][C:19]([C:22]([F:25])([F:24])[F:23])=[CH:18][CH:17]=2)(=[O:15])=[O:14])[CH2:3][CH2:2]1.C[N:27]([CH:29](OC)OC)C.O.[NH2:35]N. Given the product [CH:1]1([CH:4]2[C:8]3[C:7](=[N:35][NH:27][CH:29]=3)[C@H:6]([CH:10]3[CH2:12][CH2:11]3)[N:5]2[S:13]([C:16]2[CH:21]=[CH:20][C:19]([C:22]([F:25])([F:24])[F:23])=[CH:18][CH:17]=2)(=[O:15])=[O:14])[CH2:3][CH2:2]1, predict the reactants needed to synthesize it.